Dataset: Reaction yield outcomes from USPTO patents with 853,638 reactions. Task: Predict the reaction yield, written as a fraction of the theoretical maximum amount of product (1.0 means a 100% yield; for example, 0.34 means a 34% yield). (1) The reactants are [Cl:1][C:2]1[CH:3]=[CH:4][C:5]([O:31][CH:32]([F:34])[F:33])=[C:6]([C:8]2[C:12]([NH:13][C:14]([C:16]3[CH:17]=[N:18][N:19]4[CH:24]=[CH:23][CH:22]=[N:21][C:20]=34)=[O:15])=[CH:11][N:10]([CH:25]3[CH2:30][CH2:29][NH:28][CH2:27][CH2:26]3)[N:9]=2)[CH:7]=1.[C:35]([O:39][C:40](=[O:46])[NH:41][CH2:42][CH2:43][CH2:44]Br)([CH3:38])([CH3:37])[CH3:36].C(=O)([O-])[O-].[K+].[K+]. The catalyst is CN(C=O)C.O. The product is [C:35]([O:39][C:40](=[O:46])[NH:41][CH2:42][CH2:43][CH2:44][N:28]1[CH2:27][CH2:26][CH:25]([N:10]2[CH:11]=[C:12]([NH:13][C:14]([C:16]3[CH:17]=[N:18][N:19]4[CH:24]=[CH:23][CH:22]=[N:21][C:20]=34)=[O:15])[C:8]([C:6]3[CH:7]=[C:2]([Cl:1])[CH:3]=[CH:4][C:5]=3[O:31][CH:32]([F:33])[F:34])=[N:9]2)[CH2:30][CH2:29]1)([CH3:38])([CH3:37])[CH3:36]. The yield is 1.00. (2) The reactants are [C:1]([O:5][C:6]([NH:8][C:9]([NH:11][C:12]([O:14][C:15]([CH3:18])([CH3:17])[CH3:16])=[O:13])=S)=[O:7])([CH3:4])([CH3:3])[CH3:2].C([N:21](CC)CC)C. The catalyst is CN(C=O)C.C(OCC)(=O)C.Cl[Hg]Cl. The product is [C:6]([NH:8][C:9](=[NH:21])[NH:11][C:12]([O:14][C:15]([CH3:18])([CH3:17])[CH3:16])=[O:13])([O:5][C:1]([CH3:4])([CH3:3])[CH3:2])=[O:7]. The yield is 0.690.